Dataset: CYP3A4 inhibition data for predicting drug metabolism from PubChem BioAssay. Task: Regression/Classification. Given a drug SMILES string, predict its absorption, distribution, metabolism, or excretion properties. Task type varies by dataset: regression for continuous measurements (e.g., permeability, clearance, half-life) or binary classification for categorical outcomes (e.g., BBB penetration, CYP inhibition). Dataset: cyp3a4_veith. The molecule is COc1ccc(C(=O)N/N=C(\C)Cn2nc([N+](=O)[O-])cc2C)cc1. The result is 0 (non-inhibitor).